Dataset: Forward reaction prediction with 1.9M reactions from USPTO patents (1976-2016). Task: Predict the product of the given reaction. (1) Given the reactants [Br:1]N1C(=O)CCC1=O.[Cl:9][C:10]1[N:11]=[CH:12][C:13]2[CH:18]=[C:17]([C:19]3[C:24]([Cl:25])=[CH:23][CH:22]=[CH:21][C:20]=3[Cl:26])[N:16]([CH2:27][C@@H:28]3[CH2:33][CH2:32][CH2:31][N:30]([C:34]([O:36][C:37]([CH3:40])([CH3:39])[CH3:38])=[O:35])[CH2:29]3)[C:14]=2[N:15]=1.[O-]S([O-])(=S)=O.[Na+].[Na+], predict the reaction product. The product is: [Br:1][C:18]1[C:13]2[CH:12]=[N:11][C:10]([Cl:9])=[N:15][C:14]=2[N:16]([CH2:27][C@@H:28]2[CH2:33][CH2:32][CH2:31][N:30]([C:34]([O:36][C:37]([CH3:40])([CH3:39])[CH3:38])=[O:35])[CH2:29]2)[C:17]=1[C:19]1[C:24]([Cl:25])=[CH:23][CH:22]=[CH:21][C:20]=1[Cl:26]. (2) Given the reactants [C:1]([O:5][C:6](=[O:22])[N:7]([CH2:9][C@H:10]1[CH2:15][CH2:14][C@H:13]([O:16][CH2:17][CH2:18][CH2:19][CH2:20][OH:21])[CH2:12][CH2:11]1)[CH3:8])([CH3:4])([CH3:3])C.Cl.ClC(OC1C=[CH:32][C:31]([Cl:34])=[CH:30]C=1)=O, predict the reaction product. The product is: [Cl:34][C:31]1[CH:32]=[CH:3][C:1]([O:5][C:6](=[O:22])[N:7]([CH2:9][C@H:10]2[CH2:11][CH2:12][C@H:13]([O:16][CH2:17][CH2:18][CH2:19][CH2:20][OH:21])[CH2:14][CH2:15]2)[CH3:8])=[CH:4][CH:30]=1. (3) Given the reactants O=[C:2]1[C:11]2=[N:12][N:13]([C:19]3[CH:24]=[CH:23][CH:22]=[CH:21][CH:20]=3)[C:14](CC(O)=O)=[C:10]2[C:9]2[CH:8]=[CH:7][CH:6]=[CH:5][C:4]=2[NH:3]1.[C:25](Cl)(=O)[C:26]([Cl:28])=[O:27].C(Cl)(Cl)[Cl:32], predict the reaction product. The product is: [Cl:32][C:2]1[C:11]2=[N:12][N:13]([C:19]3[CH:24]=[CH:23][CH:22]=[CH:21][CH:20]=3)[C:14]([CH2:25][C:26]([Cl:28])=[O:27])=[C:10]2[C:9]2[CH:8]=[CH:7][CH:6]=[CH:5][C:4]=2[N:3]=1. (4) Given the reactants ClC1C=CC=C[N:3]=1.S(=O)(=O)(O)O.Cl[C:14]1[C:19]([N+:20]([O-:22])=[O:21])=[CH:18][CH:17]=[CH:16][N:15]=1.C([O-])(=O)C.[NH4+], predict the reaction product. The product is: [NH2:3][C:14]1[C:19]([N+:20]([O-:22])=[O:21])=[CH:18][CH:17]=[CH:16][N:15]=1. (5) Given the reactants [H-].[H-].[H-].[H-].[Li+].[Al+3].[OH:7][C:8]1[CH:9]=[C:10]2[C:15](=[CH:16][CH:17]=1)[C:14]([C:18]([C:20]1[CH:25]=[CH:24][C:23]([O:26][CH2:27][CH2:28][N:29]3[CH2:34][CH2:33][CH2:32][CH2:31][CH2:30]3)=[CH:22][CH:21]=1)=[O:19])=[C:13]([CH2:35][C:36]1[CH:41]=[CH:40][CH:39]=[CH:38][C:37]=1[OH:42])[CH:12]=[CH:11]2, predict the reaction product. The product is: [OH:42][C:37]1[CH:38]=[CH:39][CH:40]=[CH:41][C:36]=1[CH2:35][C:13]1[C:14]([CH:18]([OH:19])[C:20]2[CH:25]=[CH:24][C:23]([O:26][CH2:27][CH2:28][N:29]3[CH2:30][CH2:31][CH2:32][CH2:33][CH2:34]3)=[CH:22][CH:21]=2)=[C:15]2[C:10](=[CH:11][CH:12]=1)[CH:9]=[C:8]([OH:7])[CH:17]=[CH:16]2. (6) Given the reactants [Cl:1][C:2]1[CH:7]=[CH:6][C:5]([C@H:8]2[N:15]3[C:11]([S:12][C:13]([C:19]([N:21]4[C@H:28]([CH3:29])[CH2:27][CH2:26][C@H:22]4[C:23](O)=[O:24])=[O:20])=[C:14]3[CH:16]([CH3:18])[CH3:17])=[N:10][C@:9]2([C:31]2[CH:36]=[CH:35][C:34]([Cl:37])=[CH:33][CH:32]=2)[CH3:30])=[CH:4][CH:3]=1.Br.Br.[CH3:40][C@@H:41]1[CH2:46][NH:45][C@H:44]([CH3:47])[CH2:43][NH:42]1, predict the reaction product. The product is: [Cl:1][C:2]1[CH:3]=[CH:4][C:5]([C@H:8]2[N:15]3[C:11]([S:12][C:13]([C:19]([N:21]4[C@H:28]([CH3:29])[CH2:27][CH2:26][C@H:22]4[C:23]([N:42]4[CH2:43][C@@H:44]([CH3:47])[NH:45][CH2:46][C@H:41]4[CH3:40])=[O:24])=[O:20])=[C:14]3[CH:16]([CH3:18])[CH3:17])=[N:10][C@:9]2([C:31]2[CH:32]=[CH:33][C:34]([Cl:37])=[CH:35][CH:36]=2)[CH3:30])=[CH:6][CH:7]=1. (7) Given the reactants [Cl:1][C:2]1[CH:7]=[CH:6][C:5]([C:8](=O)[CH2:9][NH:10][C:11]2[CH:16]=[CH:15][CH:14]=[C:13]([CH2:17][OH:18])[CH:12]=2)=[CH:4][CH:3]=1.[OH-].[K+].[C:22](#[N:26])[CH2:23][C:24]#[N:25].CO, predict the reaction product. The product is: [NH2:26][C:22]1[N:10]([C:11]2[CH:16]=[CH:15][CH:14]=[C:13]([CH2:17][OH:18])[CH:12]=2)[CH:9]=[C:8]([C:5]2[CH:6]=[CH:7][C:2]([Cl:1])=[CH:3][CH:4]=2)[C:23]=1[C:24]#[N:25]. (8) Given the reactants [C:1]1(C)[CH:6]=[C:5](C)[CH:4]=[C:3](C)[C:2]=1[C:9]1[NH:10][C:11]2[CH:17]=[CH:16][CH:15]=[CH:14][C:12]=2[N:13]=1.C(O)(=O)C1C=CC=CC=1, predict the reaction product. The product is: [C:2]1([C:9]2[NH:13][C:12]3[CH:14]=[CH:15][CH:16]=[CH:17][C:11]=3[N:10]=2)[CH:1]=[CH:6][CH:5]=[CH:4][CH:3]=1. (9) Given the reactants [CH3:1][O:2][C:3](=[O:13])[CH:4]=[CH:5][NH:6][C:7]1[CH:12]=[CH:11][CH:10]=[CH:9][CH:8]=1.[C:14](#[N:16])[CH3:15], predict the reaction product. The product is: [CH3:1][O:2][C:3]([C:4]1[C:14]([CH3:15])=[N:16][N:6]([C:7]2[CH:8]=[CH:9][CH:10]=[CH:11][CH:12]=2)[CH:5]=1)=[O:13]. (10) The product is: [F:1][C:2]1[CH:3]=[N:4][CH:5]=[CH:6][C:7]=1[CH:8]([C:9]([C:11]1[C:20]2[C:15](=[CH:16][CH:17]=[CH:18][CH:19]=2)[CH:14]=[CH:13][CH:12]=1)=[O:10])[CH2:24][C:25]([O:27][CH2:28][CH3:29])=[O:26]. Given the reactants [F:1][C:2]1[CH:3]=[N:4][CH:5]=[CH:6][C:7]=1[CH2:8][C:9]([C:11]1[C:20]2[C:15](=[CH:16][CH:17]=[CH:18][CH:19]=2)[CH:14]=[CH:13][CH:12]=1)=[O:10].[H-].[Na+].Br[CH2:24][C:25]([O:27][CH2:28][CH3:29])=[O:26].[Cl-].[NH4+].C(=O)(O)[O-].[Na+], predict the reaction product.